This data is from Reaction yield outcomes from USPTO patents with 853,638 reactions. The task is: Predict the reaction yield, written as a fraction of the theoretical maximum amount of product (1.0 means a 100% yield; for example, 0.34 means a 34% yield). (1) The reactants are [Cl:1][C:2]1[CH:3]=[C:4]2[C:9](=[CH:10][C:11]=1[C:12]1[CH:17]=[CH:16][CH:15]=[CH:14][C:13]=1[C:18]1[S:19][CH:20]=[CH:21][N:22]=1)[N:8]=[CH:7][N:6]=[C:5]2[N:23]1[CH2:28][CH2:27][N:26]([C:29]([O-])=[O:30])[CH2:25][CH2:24]1.[C:32](Cl)(=O)[CH:33]=C.CCN(CC)CC. The catalyst is Cl.CO.ClCCl. The product is [Cl:1][C:2]1[CH:3]=[C:4]2[C:9](=[CH:10][C:11]=1[C:12]1[CH:17]=[CH:16][CH:15]=[CH:14][C:13]=1[C:18]1[S:19][CH:20]=[CH:21][N:22]=1)[N:8]=[CH:7][N:6]=[C:5]2[N:23]1[CH2:28][CH2:27][N:26]([C:29](=[O:30])[CH:32]=[CH2:33])[CH2:25][CH2:24]1. The yield is 0.230. (2) The reactants are [Br-:1].[OH:2][CH2:3][CH2:4][CH2:5][N+:6]1[C:15]2[C:10](=[CH:11][CH:12]=[CH:13][CH:14]=2)[C:9]([CH3:16])=[CH:8][CH:7]=1.[CH3:17][O:18][CH2:19][CH2:20][O:21][CH2:22][CH2:23][N:24]1[C:36]2[CH:35]=[CH:34][C:33]([CH:37]=O)=[CH:32][C:31]=2[C:30]2[C:25]1=[CH:26][CH:27]=[CH:28][CH:29]=2.N1CCCCC1. The catalyst is C(O)C. The product is [Br-:1].[OH:2][CH2:3][CH2:4][CH2:5][N+:6]1[C:15]2[C:10](=[CH:11][CH:12]=[CH:13][CH:14]=2)[C:9](/[CH:16]=[CH:37]/[C:33]2[CH:34]=[CH:35][C:36]3[N:24]([CH2:23][CH2:22][O:21][CH2:20][CH2:19][O:18][CH3:17])[C:25]4[C:30]([C:31]=3[CH:32]=2)=[CH:29][CH:28]=[CH:27][CH:26]=4)=[CH:8][CH:7]=1. The yield is 0.410. (3) The reactants are [CH3:1][O:2][C:3]([C:5]1[CH:6]=[C:7]([CH:36]=[CH:37][CH:38]=1)[CH2:8][N:9]1[CH2:13][CH:12]([C:14]2[CH:19]=[CH:18][CH:17]=[CH:16][CH:15]=2)[C:11]2([CH2:24][CH2:23][N:22](C(OCC3C=CC=CC=3)=O)[CH2:21][CH2:20]2)[C:10]1=[O:35])=[O:4]. The catalyst is Cl.O1CCOCC1. The product is [O:35]=[C:10]1[C:11]2([CH2:24][CH2:23][NH:22][CH2:21][CH2:20]2)[CH:12]([C:14]2[CH:19]=[CH:18][CH:17]=[CH:16][CH:15]=2)[CH2:13][N:9]1[CH2:8][C:7]1[CH:6]=[C:5]([CH:38]=[CH:37][CH:36]=1)[C:3]([O:2][CH3:1])=[O:4]. The yield is 0.970. (4) The reactants are [NH2:1][C:2]1[CH:11]=[C:10]([O:12][CH3:13])[C:9]([O:14][CH2:15][CH2:16][CH2:17][Cl:18])=[CH:8][C:3]=1[C:4](OC)=[O:5].Cl.[CH:20](N)=[NH:21]. The catalyst is CCOC(C)=O. The product is [Cl:18][CH2:17][CH2:16][CH2:15][O:14][C:9]1[CH:8]=[C:3]2[C:2](=[CH:11][C:10]=1[O:12][CH3:13])[N:1]=[CH:20][N:21]=[C:4]2[OH:5]. The yield is 0.760. (5) The reactants are Cl.Cl.[CH3:3][C:4]1([CH3:20])[C:12]2[C:7](=[N:8][CH:9]=[CH:10][CH:11]=2)[N:6]([CH:13]2[CH2:18][CH2:17][NH:16][CH2:15][CH2:14]2)[C:5]1=[O:19].C([O-])(=O)C.[Cs+].Br[C:27]1[CH:32]=[CH:31][C:30]([CH3:33])=[CH:29][N:28]=1.CS(C)=O. The catalyst is C(OCC)(=O)C.[OH-].[NH4+].[Cu]. The product is [CH3:3][C:4]1([CH3:20])[C:12]2[C:7](=[N:8][CH:9]=[CH:10][CH:11]=2)[N:6]([CH:13]2[CH2:18][CH2:17][N:16]([C:27]3[CH:32]=[CH:31][C:30]([CH3:33])=[CH:29][N:28]=3)[CH2:15][CH2:14]2)[C:5]1=[O:19]. The yield is 0.246.